This data is from Peptide-MHC class II binding affinity with 134,281 pairs from IEDB. The task is: Regression. Given a peptide amino acid sequence and an MHC pseudo amino acid sequence, predict their binding affinity value. This is MHC class II binding data. (1) The peptide sequence is ASRELERFALNPGLL. The MHC is DRB5_0101 with pseudo-sequence DRB5_0101. The binding affinity (normalized) is 0.111. (2) The peptide sequence is AAWGGSGSEAYQGVQ. The MHC is DRB1_0701 with pseudo-sequence DRB1_0701. The binding affinity (normalized) is 0.415. (3) The peptide sequence is VNTLRFLVKNAGYLV. The MHC is DRB1_0301 with pseudo-sequence DRB1_0301. The binding affinity (normalized) is 0.479. (4) The peptide sequence is IEGITLLNAKFFHMN. The MHC is HLA-DQA10102-DQB10602 with pseudo-sequence HLA-DQA10102-DQB10602. The binding affinity (normalized) is 0.698. (5) The peptide sequence is WIELKESWGAVWRID. The MHC is DRB3_0101 with pseudo-sequence DRB3_0101. The binding affinity (normalized) is 0.795. (6) The peptide sequence is DMDKVETFLRIVQCR. The MHC is DRB1_0101 with pseudo-sequence DRB1_0101. The binding affinity (normalized) is 0.339. (7) The peptide sequence is KFLEPKLKFNSVIVN. The MHC is DRB1_0101 with pseudo-sequence DRB1_0101. The binding affinity (normalized) is 0.487.